This data is from Full USPTO retrosynthesis dataset with 1.9M reactions from patents (1976-2016). The task is: Predict the reactants needed to synthesize the given product. (1) Given the product [C:13]([NH:2][C:3]1[CH:4]=[C:5]([CH:10]=[CH:11][N:12]=1)[C:6]([O:8][CH3:9])=[O:7])(=[O:18])[C:14]([CH3:17])([CH3:16])[CH3:15], predict the reactants needed to synthesize it. The reactants are: Cl.[NH2:2][C:3]1[CH:4]=[C:5]([CH:10]=[CH:11][N:12]=1)[C:6]([O:8][CH3:9])=[O:7].[C:13](Cl)(=[O:18])[C:14]([CH3:17])([CH3:16])[CH3:15]. (2) Given the product [C:3]([O:6][CH2:7][CH2:8][CH2:9][CH2:10][CH2:11][CH2:12][CH2:13][CH2:14][CH2:15][CH2:16][CH2:17][CH2:42][CH2:43][CH2:44][CH2:45][CH2:46][CH2:47][O:48][CH:49]1[CH2:54][CH2:53][CH2:52][CH2:51][O:50]1)(=[O:5])[CH3:4], predict the reactants needed to synthesize it. The reactants are: II.[C:3]([O:6][CH2:7][CH2:8][CH2:9][CH2:10][CH2:11][CH2:12][CH2:13][CH2:14][CH2:15][CH2:16][CH2:17]Br)(=[O:5])[CH3:4].CC([C@@H]1N=C(C2C=CC=C(C3OC[C@H](C(C)C)N=3)N=2)OC1)C.I[CH2:42][CH2:43][CH2:44][CH2:45][CH2:46][CH2:47][O:48][CH:49]1[CH2:54][CH2:53][CH2:52][CH2:51][O:50]1. (3) Given the product [Cl:31][C:32]1[C:40]([Cl:41])=[CH:39][CH:38]=[CH:37][C:33]=1[C:34]([N:13]1[CH:14]=[CH:15][C:16]2[N:8]([C:4]3[N:3]=[C:2]([CH3:1])[CH:7]=[CH:6][N:5]=3)[N:9]=[N:10][C:11]=2[CH:12]1[CH3:18])=[O:35], predict the reactants needed to synthesize it. The reactants are: [CH3:1][C:2]1[CH:7]=[CH:6][N:5]=[C:4]([N:8]2[C:16]3[CH:15]=[CH:14][N:13]=[CH:12][C:11]=3[N:10]=[N:9]2)[N:3]=1.Cl[C:18]1C(C(F)(F)F)=CC=CC=1C(Cl)=O.[Cl:31][C:32]1[C:40]([Cl:41])=[CH:39][CH:38]=[CH:37][C:33]=1[C:34](Cl)=[O:35]. (4) Given the product [Cl:30][C:31]1[CH:32]=[C:33]([C:41]([O:1][NH:2][C:3](=[NH:29])[C:4]2[CH:5]=[CH:6][C:7]([CH2:23][CH2:24][CH2:25][C:26]([O:28][CH2:44][CH3:45])=[O:27])=[C:8]3[C:12]=2[N:11]([S:13]([C:16]2[CH:21]=[CH:20][C:19]([CH3:22])=[CH:18][CH:17]=2)(=[O:15])=[O:14])[CH:10]=[CH:9]3)=[O:43])[CH:34]=[CH:48][C:36]=1[O:37][CH:38]([CH3:39])[CH3:40], predict the reactants needed to synthesize it. The reactants are: [OH:1][NH:2][C:3](=[NH:29])[C:4]1[CH:5]=[CH:6][C:7]([CH2:23][CH2:24][CH2:25][C:26]([O-:28])=[O:27])=[C:8]2[C:12]=1[N:11]([S:13]([C:16]1[CH:21]=[CH:20][C:19]([CH3:22])=[CH:18][CH:17]=1)(=[O:15])=[O:14])[CH:10]=[CH:9]2.[Cl:30][C:31]1[CH:32]=[C:33]([C:41]([OH:43])=O)[CH:34]=N[C:36]=1[O:37][CH:38]([CH3:40])[CH3:39].[CH2:44](Cl)[CH2:45]Cl.[CH:48]1C=CC2N(O)N=NC=2C=1. (5) Given the product [CH2:1]([O:3][C:4]([C:6]1[S:10][C:9]([Cl:19])=[N:8][C:7]=1[C:12]1[N:13]([CH2:17][CH3:18])[N:14]=[CH:15][N:16]=1)=[O:5])[CH3:2], predict the reactants needed to synthesize it. The reactants are: [CH2:1]([O:3][C:4]([C:6]1[S:10][C:9](N)=[N:8][C:7]=1[C:12]1[N:13]([CH2:17][CH3:18])[N:14]=[CH:15][N:16]=1)=[O:5])[CH3:2].[ClH:19].N([O-])=O.[Na+].NC(N)=O.C(=O)(O)[O-].[Na+].